Binary Classification. Given a miRNA mature sequence and a target amino acid sequence, predict their likelihood of interaction. From a dataset of Experimentally validated miRNA-target interactions with 360,000+ pairs, plus equal number of negative samples. (1) The miRNA is mmu-miR-709 with sequence GGAGGCAGAGGCAGGAGGA. The protein sequence of the target gene is MYGVCGCCGALRPRYKRLVDNIFPEDPEDGLVKTNMEKLTFYALSAPEKLDRIGAYLSERLIRDVGRHRYGYVCIAMEALDQLLMACHCQSINLFVESFLKMVAKLLESEKPNLQILGTNSFVKFANIEEDTPSYHRSYDFFVSRFSEMCHSSHDDLEIKTKIRMSGIKGLQGVVRKTVNDELQANIWDPQHMDKIVPSLLFNLQHVEEAESRSPSPLQAPEKEKENPAELAERCLRELLGRAAFGNIKNAIKPVLIHLDNHSLWEPKVFATRCFKIIMYSIQPQHSHLVIQQLLSHLDA.... Result: 1 (interaction). (2) The miRNA is hsa-miR-876-5p with sequence UGGAUUUCUUUGUGAAUCACCA. The protein sequence of the target gene is MSATSWFLVSSSGARHRLPRELIFVGREECELMLQSRSVDKQHAVINYDQDRDEHWVKDLGSLNGTFVNDMRIPDQKYVTLKLNDVIRFGYDSNMYVLERVQHRVPEEALKHEKYTSQLQVSVKGLAPKRSEALPEHTPYCEASNPRPEKGDRRPGTEAASYRTPLYGQPSWWGEDDGSTLPDAQRQGEPYPERPKGPVQQDGELHGFRAPAEPQGCSFRREPSYFEIPTKETPQPSQPPEVPAHEMPTKDAEAGGGGAAPVVQSHASFTIEFDDCSPGKMKIKDHITKFSLRQRRPPGK.... Result: 0 (no interaction). (3) The miRNA is hsa-miR-6846-3p with sequence UGACCCCUUCUGUCUCCCUAG. The protein sequence of the target gene is MCEGPSRISGPIPPDPTLCPDNYRRPTSAQGRLEGNALKLDLLTSDRALDTTAPRGPCIGPGAGEILERGQRGVGDVLLQLEGISLGPGASLKRKDPKDHEKENLRRIREIQKRFREQERSREQGQPRPLKALWRSPKYDKVESRVKAQLQEPGPASGTESAHFLRAHSRCGPGLPPPHVSSPQPTPPGPEAKEPGLGVDFIRHNARAAKRAPRRHSCSLQVLAQVLEQQRQAQEHYNATQKGHVPHYLLERRDLWRREAEARKQSQPDPAMPPGHTRMPENQRLETLTKLLQSQSQLLR.... Result: 0 (no interaction). (4) The miRNA is hsa-miR-6853-3p with sequence UGUUCAUUGGAACCCUGCGCAG. The protein sequence of the target gene is MDESALTLGTIDVSYLPHSSEYSVGRCKHTSEEWGECGFRPTIFRSATLKWKESLMSRKRPFVGRCCYSCTPQSWDKFFNPSIPSLGLRNVIYINETHTRHRGWLARRLSYVLFIQERDVHKGMFATNVTENVLNSSRVQEAIAEVAAELNPDGSAQQQSKAVNKVKKKAKRILQEMVATVSPAMIRLTGWVLLKLFNSFFWNIQIHKGQLEMVKAATETNLPLLFLPVHRSHIDYLLLTFILFCHNIKAPYIASGNNLNIPIFSTLIHKLGGFFIRRRLDETPDGRKDVLYRALLHGHI.... Result: 0 (no interaction). (5) The protein sequence of the target gene is MSAQAQMRAMLDQLMGTSRDGDTTRQRIKFSDDRVCKSHLLNCCPHDVLSGTRMDLGECLKVHDLALRADYEIASKEQDFFFELDAMDHLQSFIADCDRRTEVAKKRLAETQEEISAEVAAKAERVHELNEEIGKLLAKVEQLGAEGNVEESQKVMDEVEKARAKKREAEEVYRNSMPASSFQQQKLRVCEVCSAYLGLHDNDRRLADHFGGKLHLGFIEIREKLEELKRVVAEKQEKRNQERLKRREEREREEREKLRRSRSHSKNPKRSRSREHRRHRSRSMSRERKRRTRSKSREKR.... Result: 1 (interaction). The miRNA is hsa-miR-1304-3p with sequence UCUCACUGUAGCCUCGAACCCC.